From a dataset of Full USPTO retrosynthesis dataset with 1.9M reactions from patents (1976-2016). Predict the reactants needed to synthesize the given product. (1) Given the product [N:50]1[CH:51]=[CH:52][CH:53]=[C:48]([N:65]2[CH2:66][CH2:67][C:62]([C:58]3[CH:59]=[CH:60][CH:61]=[C:56]([O:55][CH3:54])[CH:57]=3)([C:68]#[N:69])[CH2:63][CH2:64]2)[CH:49]=1, predict the reactants needed to synthesize it. The reactants are: C1(P(C2C=CC=CC=2)C2C=CC3C(=CC=CC=3)C=2C2C3C(=CC=CC=3)C=CC=2P(C2C=CC=CC=2)C2C=CC=CC=2)C=CC=CC=1.I[C:48]1[CH:49]=[N:50][CH:51]=[CH:52][CH:53]=1.[CH3:54][O:55][C:56]1[CH:57]=[C:58]([C:62]2([C:68]#[N:69])[CH2:67][CH2:66][NH:65][CH2:64][CH2:63]2)[CH:59]=[CH:60][CH:61]=1.CC(C)([O-])C.[Na+]. (2) Given the product [C:20]1([NH:26][C:27]([NH:19][C:4]2[CH:3]=[CH:2][CH:1]=[CH:6][C:5]=2[C:7]2[O:18][C:16](=[O:17])[C:15]3[CH:14]=[CH:13][CH:12]=[CH:11][C:10]=3[N:9]=2)=[O:28])[CH:25]=[CH:24][CH:23]=[CH:22][CH:21]=1, predict the reactants needed to synthesize it. The reactants are: [CH:1]1[CH:6]=[C:5]([C:7]([NH:9][C:10]2[C:15]([C:16]([OH:18])=[O:17])=[CH:14][CH:13]=[CH:12][CH:11]=2)=O)[C:4]([NH2:19])=[CH:3][CH:2]=1.[C:20]1([N:26]=[C:27]=[O:28])[CH:25]=[CH:24][CH:23]=[CH:22][CH:21]=1.CC(OC(C)=O)=O. (3) Given the product [CH3:1][C:2]1[CH:11]=[C:10]([CH3:12])[C:9]([C:13]2[NH:17][C:16]3[CH2:18][O:19][CH:20]([CH3:22])[CH2:21][C:15]=3[N:14]=2)=[CH:8][C:3]=1[C:4]([OH:6])=[O:5], predict the reactants needed to synthesize it. The reactants are: [CH3:1][C:2]1[CH:11]=[C:10]([CH3:12])[C:9]([C:13]2[NH:17][C:16]3[CH2:18][O:19][CH:20]([CH3:22])[CH2:21][C:15]=3[N:14]=2)=[CH:8][C:3]=1[C:4]([O:6]C)=[O:5].[OH-].[Li+]. (4) Given the product [CH3:34][O:33][C:29]1[CH:28]=[C:27]([C:13]2[N:12]([CH2:11][C:6]3[CH:7]=[CH:8][CH:9]=[CH:10][C:5]=3[OH:4])[C:20]3[C:15]([N:14]=2)=[N:16][CH:17]=[C:18]([C:21]2[CH:26]=[CH:25][CH:24]=[CH:23][CH:22]=2)[CH:19]=3)[CH:32]=[CH:31][CH:30]=1, predict the reactants needed to synthesize it. The reactants are: C([O:4][C:5]1[CH:10]=[CH:9][CH:8]=[CH:7][C:6]=1[CH2:11][N:12]1[C:20]2[C:15](=[N:16][CH:17]=[C:18]([C:21]3[CH:26]=[CH:25][CH:24]=[CH:23][CH:22]=3)[CH:19]=2)[N:14]=[C:13]1[C:27]1[CH:32]=[CH:31][CH:30]=[C:29]([O:33][CH3:34])[CH:28]=1)(=O)C.[OH-].[Li+].O. (5) Given the product [CH2:41]([O:40][N:39]=[C:29]1[CH:30]([C:32]2[CH:33]=[C:34]([CH3:38])[CH:35]=[CH:36][CH:37]=2)[CH2:31][N:20]2[CH2:19][CH2:18][C:17]3[C:22]([CH:21]2[CH2:28]1)=[CH:23][CH:24]=[C:25]([O:26][CH3:27])[C:16]=3[O:15][CH2:14][C:13]([N:1]1[CH2:6][CH2:5][O:4][CH2:3][CH2:2]1)=[O:12])[C:42]1[CH:47]=[CH:46][CH:45]=[CH:44][CH:43]=1, predict the reactants needed to synthesize it. The reactants are: [NH:1]1[CH2:6][CH2:5][O:4][CH2:3][CH2:2]1.C[Al](C)C.C[O:12][C:13](=O)[CH2:14][O:15][C:16]1[C:25]([O:26][CH3:27])=[CH:24][CH:23]=[C:22]2[C:17]=1[CH2:18][CH2:19][N:20]1[CH2:31][C@H:30]([C:32]3[CH:33]=[C:34]([CH3:38])[CH:35]=[CH:36][CH:37]=3)/[C:29](=[N:39]/[O:40][CH2:41][C:42]3[CH:47]=[CH:46][CH:45]=[CH:44][CH:43]=3)/[CH2:28][C@H:21]12. (6) Given the product [Cl:15][C:14]1[C:9]([S:6]([NH:5][CH2:4][CH:1]2[CH2:3][CH2:2]2)(=[O:8])=[O:7])=[C:10]([OH:22])[C:11]([N+:16]([O-:18])=[O:17])=[CH:12][CH:13]=1, predict the reactants needed to synthesize it. The reactants are: [CH:1]1([CH2:4][NH:5][S:6]([C:9]2[C:14]([Cl:15])=[CH:13][CH:12]=[C:11]([N+:16]([O-:18])=[O:17])[C:10]=2Cl)(=[O:8])=[O:7])[CH2:3][CH2:2]1.[H-].[Na+].[OH2:22]. (7) Given the product [Br:1][C:2]1[CH:3]=[CH:4][C:5]([C:8](=[O:17])[C:9]([C:10]2[CH:15]=[CH:14][N:13]=[C:12]([F:16])[CH:11]=2)=[N:23][OH:22])=[CH:6][CH:7]=1, predict the reactants needed to synthesize it. The reactants are: [Br:1][C:2]1[CH:7]=[CH:6][C:5]([C:8](=[O:17])[CH2:9][C:10]2[CH:15]=[CH:14][N:13]=[C:12]([F:16])[CH:11]=2)=[CH:4][CH:3]=1.C([O:22][N:23]=O)(C)(C)C.Cl. (8) The reactants are: [F:1][C:2]([F:39])([F:38])[C:3]1[CH:4]=[C:5]([CH:31]=[C:32]([C:34]([F:37])([F:36])[F:35])[CH:33]=1)[CH2:6][N:7]1[CH2:14][CH2:13][CH2:12][NH:11][C:10]2[N:15]=[C:16](S(C)(=O)=O)[N:17]=[C:18]([C:19]3[CH:24]=[CH:23][CH:22]=[CH:21][C:20]=3[CH3:25])[C:9]=2[C:8]1=[O:30].[CH3:40][N:41]([CH3:48])[CH:42]1[CH2:47][CH2:46][NH:45][CH2:44][CH2:43]1. Given the product [F:1][C:2]([F:39])([F:38])[C:3]1[CH:4]=[C:5]([CH:31]=[C:32]([C:34]([F:37])([F:36])[F:35])[CH:33]=1)[CH2:6][N:7]1[CH2:14][CH2:13][CH2:12][NH:11][C:10]2[N:15]=[C:16]([N:45]3[CH2:46][CH2:47][CH:42]([N:41]([CH3:48])[CH3:40])[CH2:43][CH2:44]3)[N:17]=[C:18]([C:19]3[CH:24]=[CH:23][CH:22]=[CH:21][C:20]=3[CH3:25])[C:9]=2[C:8]1=[O:30], predict the reactants needed to synthesize it. (9) Given the product [F:37][C:34]([F:35])([F:36])[C:29]1[CH:30]=[CH:31][CH:32]=[CH:33][C:28]=1[CH2:27][C:26]([CH:23]1[CH2:22][CH2:21][N:20]([CH2:19][C:14]2[C:13](=[O:12])[NH:18][CH:17]=[CH:16][N:15]=2)[CH2:25][CH2:24]1)=[O:38], predict the reactants needed to synthesize it. The reactants are: Cl.C(OCC)(=O)C.C([O:12][C:13]1[C:14]([CH2:19][N:20]2[CH2:25][CH2:24][CH:23]([C:26](=[O:38])[CH2:27][C:28]3[CH:33]=[CH:32][CH:31]=[CH:30][C:29]=3[C:34]([F:37])([F:36])[F:35])[CH2:22][CH2:21]2)=[N:15][CH:16]=[CH:17][N:18]=1)(C)(C)C.[OH-].[Na+].